This data is from Catalyst prediction with 721,799 reactions and 888 catalyst types from USPTO. The task is: Predict which catalyst facilitates the given reaction. (1) Reactant: [F:1][C:2]1[C:21]([N+:22]([O-])=O)=[CH:20][CH:19]=[C:18]([F:25])[C:3]=1[C:4]([NH:6][C:7]1[CH:8]=[C:9]2[C:15]([O:16][CH3:17])=[N:14][NH:13][C:10]2=[N:11][CH:12]=1)=[O:5].[Sn](Cl)Cl. Product: [NH2:22][C:21]1[C:2]([F:1])=[C:3]([C:18]([F:25])=[CH:19][CH:20]=1)[C:4]([NH:6][C:7]1[CH:8]=[C:9]2[C:15]([O:16][CH3:17])=[N:14][NH:13][C:10]2=[N:11][CH:12]=1)=[O:5]. The catalyst class is: 13. (2) Reactant: [CH2:1]1[C:9]2[C:4](=[CH:5][CH:6]=[CH:7][CH:8]=2)[C:3]([CH2:10][CH2:11][C:12]2[CH:17]=[CH:16][CH:15]=[CH:14][N:13]=2)=[CH:2]1.C([Li])CCC.CCCCCC.O1CCCC1.O1CCCC1.O1CCCC1.[Cl-:44].[Cl-].[Cl-].[Cr+3:47]. Product: [Cl-:44].[Cl-:44].[N:13]1[CH:14]=[CH:15][CH:16]=[CH:17][C:12]=1[CH2:11][CH2:10][C:3]1[C:4]2[C:9](=[CH:8][CH:7]=[CH:6][CH:5]=2)[CH:1]([Cr+2:47])[CH:2]=1. The catalyst class is: 7.